This data is from Reaction yield outcomes from USPTO patents with 853,638 reactions. The task is: Predict the reaction yield, written as a fraction of the theoretical maximum amount of product (1.0 means a 100% yield; for example, 0.34 means a 34% yield). (1) The reactants are [CH2:1]([O:8][C:9]1[CH:10]=[C:11]2[C:15](=[CH:16][CH:17]=1)[NH:14][CH:13]=[C:12]2[CH:18]1[CH2:22][CH2:21][NH:20][CH2:19]1)[C:2]1[CH:7]=[CH:6][CH:5]=[CH:4][CH:3]=1.[C:23]([OH:27])(=[O:26])[CH:24]=O. The catalyst is O. The product is [CH2:1]([O:8][C:9]1[CH:10]=[C:11]2[C:15](=[CH:16][CH:17]=1)[NH:14][C:13]1[CH:24]([C:23]([OH:27])=[O:26])[N:20]3[CH2:19][CH:18]([C:12]2=1)[CH2:22][CH2:21]3)[C:2]1[CH:3]=[CH:4][CH:5]=[CH:6][CH:7]=1. The yield is 0.785. (2) The reactants are Cl.[CH:2]([C:5]1[CH:10]=[CH:9][C:8]([CH:11]2[C:15]3([CH2:20][CH2:19][NH:18][CH2:17][CH2:16]3)[O:14][C:13]3[C:21]([CH3:27])=[C:22]([CH3:26])[CH:23]=[C:24]([CH3:25])[C:12]2=3)=[CH:7][CH:6]=1)([CH3:4])[CH3:3].C=O.[C:30]([BH3-])#N.[Na+]. The catalyst is C(#N)C. The product is [CH:2]([C:5]1[CH:10]=[CH:9][C:8]([CH:11]2[C:15]3([CH2:16][CH2:17][N:18]([CH3:30])[CH2:19][CH2:20]3)[O:14][C:13]3[C:21]([CH3:27])=[C:22]([CH3:26])[CH:23]=[C:24]([CH3:25])[C:12]2=3)=[CH:7][CH:6]=1)([CH3:4])[CH3:3]. The yield is 0.400. (3) The reactants are [CH3:1][O:2][C:3]1[CH:4]=[C:5]2[C:9](=[CH:10][CH:11]=1)[NH:8][CH:7]=[C:6]2[CH2:12][CH2:13][NH2:14].[F:15][C:16]1[CH:17]=[C:18]([CH:29]=[CH:30][CH:31]=1)[CH2:19][C:20]1[CH:21]=[C:22]([CH:26]=[CH:27][CH:28]=1)[C:23](O)=[O:24].CN(C(ON1N=NC2C=CC=NC1=2)=[N+](C)C)C.F[P-](F)(F)(F)(F)F.C(N(CC)C(C)C)(C)C. The catalyst is CN(C=O)C. The product is [F:15][C:16]1[CH:17]=[C:18]([CH:29]=[CH:30][CH:31]=1)[CH2:19][C:20]1[CH:21]=[C:22]([CH:26]=[CH:27][CH:28]=1)[C:23]([NH:14][CH2:13][CH2:12][C:6]1[C:5]2[C:9](=[CH:10][CH:11]=[C:3]([O:2][CH3:1])[CH:4]=2)[NH:8][CH:7]=1)=[O:24]. The yield is 0.510. (4) The reactants are Br[C:2]1[CH:3]=[C:4]2[C:10]([C:11]3[C:12]([CH3:25])=[N:13][N:14]([CH2:17][C:18]4[CH:23]=[CH:22][CH:21]=[C:20]([F:24])[CH:19]=4)[C:15]=3[CH3:16])=[CH:9][N:8]([S:26]([C:29]3[CH:35]=[CH:34][C:32]([CH3:33])=[CH:31][CH:30]=3)(=[O:28])=[O:27])[C:5]2=[N:6][CH:7]=1.[CH3:36][N:37]([CH3:61])[CH2:38][CH2:39][O:40][C:41]1[CH:46]=[CH:45][C:44](B2OC(C)(C)C(C)(C)O2)=[CH:43][C:42]=1NS(C)(=O)=O.C(=O)([O-])[O-].[Na+].[Na+]. The catalyst is C1(C)C=CC=CC=1.C(O)C.O. The product is [F:24][C:20]1[CH:19]=[C:18]([CH:23]=[CH:22][CH:21]=1)[CH2:17][N:14]1[C:15]([CH3:16])=[C:11]([C:10]2[C:4]3[C:5](=[N:6][CH:7]=[C:2]([C:44]4[CH:45]=[CH:46][C:41]([O:40][CH2:39][CH2:38][N:37]([CH3:61])[CH3:36])=[CH:42][CH:43]=4)[CH:3]=3)[N:8]([S:26]([C:29]3[CH:30]=[CH:31][C:32]([CH3:33])=[CH:34][CH:35]=3)(=[O:28])=[O:27])[CH:9]=2)[C:12]([CH3:25])=[N:13]1. The yield is 0.394. (5) The reactants are [Cl:1][C:2]1[CH:10]=[CH:9][CH:8]=[C:7]([CH3:11])[C:3]=1[C:4]([OH:6])=[O:5].[CH3:12]N(C=O)C.C(Cl)(=O)C(Cl)=O. The catalyst is ClCCl. The product is [CH3:12][O:5][C:4](=[O:6])[C:3]1[C:7]([CH3:11])=[CH:8][CH:9]=[CH:10][C:2]=1[Cl:1]. The yield is 0.720. (6) The reactants are [F:1][C:2]1[CH:3]=[C:4]2[C:8](=[CH:9][CH:10]=1)[NH:7][C:6]([CH2:11][OH:12])=[CH:5]2.[Cr](Cl)([O-])(=O)=O.[NH+]1C=CC=CC=1. The catalyst is C(Cl)Cl.CCCCCC. The product is [F:1][C:2]1[CH:3]=[C:4]2[C:8](=[CH:9][CH:10]=1)[NH:7][C:6]([CH:11]=[O:12])=[CH:5]2. The yield is 0.410. (7) The reactants are [NH:1]([C:8]1[N:17]=[CH:16][C:15]2[CH2:14][CH2:13][C:12]3[C:18]([C:22]([O:24]CC)=[O:23])=[N:19][N:20]([CH3:21])[C:11]=3[C:10]=2[N:9]=1)[C:2]1[CH:7]=[CH:6][CH:5]=[CH:4][CH:3]=1.O.[OH-].[Li+].Cl.O. The catalyst is O1CCCC1.CO.O. The product is [NH:1]([C:8]1[N:17]=[CH:16][C:15]2[CH2:14][CH2:13][C:12]3[C:18]([C:22]([OH:24])=[O:23])=[N:19][N:20]([CH3:21])[C:11]=3[C:10]=2[N:9]=1)[C:2]1[CH:3]=[CH:4][CH:5]=[CH:6][CH:7]=1. The yield is 0.870.